From a dataset of Catalyst prediction with 721,799 reactions and 888 catalyst types from USPTO. Predict which catalyst facilitates the given reaction. (1) Reactant: I[C:2]1[N:3]=[CH:4][NH:5][CH:6]=1.[S:7]1[CH:11]=[CH:10][C:9](B(O)O)=[CH:8]1.C([O-])([O-])=O.[Na+].[Na+]. Product: [S:7]1[CH:11]=[CH:10][C:9]([C:2]2[N:3]=[CH:4][NH:5][CH:6]=2)=[CH:8]1. The catalyst class is: 108. (2) Reactant: CC1C=CC(S(O)(=O)=O)=CC=1.[O:12]1[CH2:16][CH2:15][C@@H:14]([NH2:17])[CH2:13]1.Cl[C:19]1[N:24]=[C:23]([C:25]([F:28])([F:27])[F:26])[C:22]([C:29]([O:31][CH3:32])=[O:30])=[CH:21][N:20]=1.CCN(C(C)C)C(C)C. Product: [O:12]1[CH2:16][CH2:15][C@@H:14]([NH:17][C:19]2[N:24]=[C:23]([C:25]([F:27])([F:28])[F:26])[C:22]([C:29]([O:31][CH3:32])=[O:30])=[CH:21][N:20]=2)[CH2:13]1. The catalyst class is: 1. (3) Reactant: [Br:1][C:2]1[CH:3]=[C:4]([CH:24]=[CH:25][CH:26]=1)[CH2:5][C:6]1[N:10]2[C:11](=[O:23])[C:12]3[NH:13][CH:14]=[N:15][C:16]=3[N:17]([CH2:18][CH2:19][CH2:20][CH2:21][CH3:22])[C:9]2=[N:8][N:7]=1.[Br:27]N1C(=O)CCC1=O. Product: [Br:27][C:14]1[NH:13][C:12]2[C:11](=[O:23])[N:10]3[C:6]([CH2:5][C:4]4[CH:24]=[CH:25][CH:26]=[C:2]([Br:1])[CH:3]=4)=[N:7][N:8]=[C:9]3[N:17]([CH2:18][CH2:19][CH2:20][CH2:21][CH3:22])[C:16]=2[N:15]=1. The catalyst class is: 7. (4) Reactant: Br[C:2]1[CH:3]=[C:4]([CH:9]=[CH:10][C:11]=1[CH3:12])[C:5]([O:7][CH3:8])=[O:6].[CH3:13][N:14](C)C=O. Product: [C:13]([C:2]1[CH:3]=[C:4]([CH:9]=[CH:10][C:11]=1[CH3:12])[C:5]([O:7][CH3:8])=[O:6])#[N:14]. The catalyst class is: 380. (5) Reactant: [CH3:1][O:2][C:3]1[CH:20]=[CH:19][C:6]2[N:7]=[C:8]([C:10]3[CH:15]=[CH:14][C:13]([N+:16]([O-])=O)=[CH:12][CH:11]=3)[S:9][C:5]=2[CH:4]=1.B(Br)(Br)Br. Product: [CH3:1][O:2][C:3]1[CH:20]=[CH:19][C:6]2[N:7]=[C:8]([C:10]3[CH:11]=[CH:12][C:13]([NH2:16])=[CH:14][CH:15]=3)[S:9][C:5]=2[CH:4]=1. The catalyst class is: 2.